This data is from TCR-epitope binding with 47,182 pairs between 192 epitopes and 23,139 TCRs. The task is: Binary Classification. Given a T-cell receptor sequence (or CDR3 region) and an epitope sequence, predict whether binding occurs between them. The epitope is YIFFASFYY. The TCR CDR3 sequence is CASTQTSAAGELFF. Result: 0 (the TCR does not bind to the epitope).